From a dataset of Forward reaction prediction with 1.9M reactions from USPTO patents (1976-2016). Predict the product of the given reaction. (1) Given the reactants [F:1][C:2]([F:26])([F:25])[C:3]1[CH:20]=[C:19]([C:21]([F:24])([F:23])[F:22])[CH:18]=[CH:17][C:4]=1[CH2:5][O:6][C:7]1[CH:14]=[CH:13][C:10]([CH:11]=O)=[CH:9][C:8]=1[O:15][CH3:16].[S:27]1[CH2:31][C:30](=[O:32])[NH:29][C:28]1=[O:33].N1CCCCC1, predict the reaction product. The product is: [F:1][C:2]([F:25])([F:26])[C:3]1[CH:20]=[C:19]([C:21]([F:24])([F:23])[F:22])[CH:18]=[CH:17][C:4]=1[CH2:5][O:6][C:7]1[CH:14]=[CH:13][C:10](/[CH:11]=[C:31]2/[C:30](=[O:32])[NH:29][C:28](=[O:33])[S:27]/2)=[CH:9][C:8]=1[O:15][CH3:16]. (2) Given the reactants Cl.[CH:2]12[CH2:9][CH2:8][CH:5]([NH:6][CH2:7]1)[CH2:4][N:3]2[CH2:10][C@@H:11]([C:13]1[C:14]([CH3:23])=[C:15]2[C:19](=[CH:20][CH:21]=1)[C:18](=[O:22])[O:17][CH2:16]2)[OH:12].[N:24]1([C:29]2[CH:34]=[CH:33][C:32]([S:35](Cl)(=[O:37])=[O:36])=[CH:31][CH:30]=2)[CH:28]=[N:27][N:26]=[N:25]1, predict the reaction product. The product is: [N:24]1([C:29]2[CH:30]=[CH:31][C:32]([S:35]([N:6]3[CH2:7][CH:2]4[CH2:9][CH2:8][CH:5]3[CH2:4][N:3]4[CH2:10][C@@H:11]([C:13]3[C:14]([CH3:23])=[C:15]4[C:19](=[CH:20][CH:21]=3)[C:18](=[O:22])[O:17][CH2:16]4)[OH:12])(=[O:37])=[O:36])=[CH:33][CH:34]=2)[CH:28]=[N:27][N:26]=[N:25]1. (3) Given the reactants [O:1]1[CH2:3][CH:2]1[CH2:4][O:5][CH:6]1[CH2:14][C:13]2[C:8](=[CH:9][CH:10]=[CH:11][CH:12]=2)[CH2:7]1.[CH3:15][C:16]1[CH:21]=[CH:20][CH:19]=[C:18]([CH3:22])[C:17]=1[NH:23][C:24](=[O:32])[CH2:25][N:26]1[CH2:31][CH2:30][NH:29][CH2:28][CH2:27]1, predict the reaction product. The product is: [CH3:22][C:18]1[CH:19]=[CH:20][CH:21]=[C:16]([CH3:15])[C:17]=1[NH:23][C:24](=[O:32])[CH2:25][N:26]1[CH2:27][CH2:28][N:29]([CH2:3][CH:2]([OH:1])[CH2:4][O:5][CH:6]2[CH2:14][C:13]3[C:8](=[CH:9][CH:10]=[CH:11][CH:12]=3)[CH2:7]2)[CH2:30][CH2:31]1. (4) The product is: [CH:1]1([NH:4][C:5]2[C:13]([N+:14]([O-:16])=[O:15])=[CH:12][CH:11]=[CH:10][C:6]=2[C:7]([O:9][CH3:22])=[O:8])[CH2:2][CH2:3]1. Given the reactants [CH:1]1([NH:4][C:5]2[C:13]([N+:14]([O-:16])=[O:15])=[CH:12][CH:11]=[CH:10][C:6]=2[C:7]([OH:9])=[O:8])[CH2:3][CH2:2]1.OS(O)(=O)=O.[CH3:22]O, predict the reaction product. (5) The product is: [CH3:9][O:10][C:11](=[O:31])[C:12]1[C:17]([O:18][CH3:19])=[CH:16][C:15]([C:20]2[C:25]([CH2:26][CH3:27])=[CH:24][CH:23]=[CH:22][C:21]=2[CH2:28][CH3:29])=[N:14][C:13]=1[CH2:30][CH3:2]. Given the reactants [Li+].[CH3:2]C([N-]C(C)C)C.[CH3:9][O:10][C:11](=[O:31])[C:12]1[C:17]([O:18][CH3:19])=[CH:16][C:15]([C:20]2[C:25]([CH2:26][CH3:27])=[CH:24][CH:23]=[CH:22][C:21]=2[CH2:28][CH3:29])=[N:14][C:13]=1[CH3:30].CI, predict the reaction product. (6) Given the reactants [C@@H:1]1([OH:8])[CH2:6][CH2:5][CH2:4][CH2:3][C@H:2]1[OH:7].S(Cl)(Cl)=O.[S:13](=O)(=O)([OH:15])[OH:14].[Mn]([O-])(=O)(=O)=O.[K+].S([O-])(O)=O.[Na+], predict the reaction product. The product is: [O:7]1[CH:2]2[CH2:3][CH2:4][CH2:5][CH2:6][CH:1]2[O:8][S:13]1(=[O:15])=[O:14].